Dataset: Retrosynthesis with 50K atom-mapped reactions and 10 reaction types from USPTO. Task: Predict the reactants needed to synthesize the given product. Given the product COCCCOc1cc(C=O)ccc1OC, predict the reactants needed to synthesize it. The reactants are: COCCCO.COc1ccc(C=O)cc1O.